Dataset: Reaction yield outcomes from USPTO patents with 853,638 reactions. Task: Predict the reaction yield, written as a fraction of the theoretical maximum amount of product (1.0 means a 100% yield; for example, 0.34 means a 34% yield). (1) The reactants are [NH2:1][C:2]1[CH:3]=[N:4][CH:5]=[CH:6][CH:7]=1.[N+:8]([C:11]1[CH:12]=[C:13]([S:17](Cl)(=[O:19])=[O:18])[CH:14]=[CH:15][CH:16]=1)([O-:10])=[O:9]. The catalyst is N1C=CC=CC=1. The product is [N:4]1[CH:5]=[CH:6][CH:7]=[C:2]([NH:1][S:17]([C:13]2[CH:12]=[C:11]([N+:8]([O-:10])=[O:9])[CH:16]=[CH:15][CH:14]=2)(=[O:18])=[O:19])[CH:3]=1. The yield is 0.720. (2) The yield is 0.810. The catalyst is ClCCl. The product is [Br:1][C:2]1[C:3]([O:18][C:19]2[CH:24]=[CH:23][C:22]([F:25])=[CH:21][C:20]=2[F:26])=[CH:4][C:5]([O:9][C:10]2[CH:15]=[CH:14][C:13]([F:16])=[CH:12][C:11]=2[F:17])=[C:6]([NH:7][S:35]([CH3:34])(=[O:37])=[O:36])[CH:8]=1. The reactants are [Br:1][C:2]1[C:3]([O:18][C:19]2[CH:24]=[CH:23][C:22]([F:25])=[CH:21][C:20]=2[F:26])=[CH:4][C:5]([O:9][C:10]2[CH:15]=[CH:14][C:13]([F:16])=[CH:12][C:11]=2[F:17])=[C:6]([CH:8]=1)[NH2:7].C(N(CC)CC)C.[CH3:34][S:35](Cl)(=[O:37])=[O:36]. (3) The reactants are N1([CH2:10][NH:11][C:12]2[CH:17]=[CH:16][C:15]([O:18][CH2:19][C:20]3[CH:25]=[CH:24][CH:23]=[CH:22][CH:21]=3)=[CH:14][C:13]=2[F:26])C2C=CC=CC=2N=N1.[BH4-].[Na+].O.C(OCC)(=O)C.O1CCCC1. The catalyst is CN(C)C=O.CO.C(O)C. The product is [CH3:10][NH:11][C:12]1[CH:17]=[CH:16][C:15]([O:18][CH2:19][C:20]2[CH:21]=[CH:22][CH:23]=[CH:24][CH:25]=2)=[CH:14][C:13]=1[F:26]. The yield is 0.649.